Dataset: Peptide-MHC class II binding affinity with 134,281 pairs from IEDB. Task: Regression. Given a peptide amino acid sequence and an MHC pseudo amino acid sequence, predict their binding affinity value. This is MHC class II binding data. (1) The peptide sequence is FLNFLEANGLNAIDF. The binding affinity (normalized) is 0.566. The MHC is DRB1_1501 with pseudo-sequence DRB1_1501. (2) The peptide sequence is SDDQISIMKLPLSTK. The MHC is DRB1_1101 with pseudo-sequence DRB1_1101. The binding affinity (normalized) is 0.789. (3) The peptide sequence is NSFTAPNESYKKQVT. The MHC is HLA-DPA10201-DPB10101 with pseudo-sequence HLA-DPA10201-DPB10101. The binding affinity (normalized) is 0.241. (4) The peptide sequence is SRCVRNKNRENLYIK. The MHC is DRB1_0101 with pseudo-sequence DRB1_0101. The binding affinity (normalized) is 0.175. (5) The peptide sequence is SIAQHLVSDRPIMRY. The MHC is DRB1_1501 with pseudo-sequence DRB1_1501. The binding affinity (normalized) is 0.691. (6) The peptide sequence is GFKAALAAAAGVQPADKYRT. The MHC is DRB4_0101 with pseudo-sequence DRB4_0103. The binding affinity (normalized) is 0.321.